Dataset: Catalyst prediction with 721,799 reactions and 888 catalyst types from USPTO. Task: Predict which catalyst facilitates the given reaction. (1) Reactant: [CH3:1][C:2]([CH3:8])([CH:6]=[CH2:7])[CH2:3][CH:4]=O.[NH3:9].CC1C=CC(S([CH2:20][N+:21]#[C-:22])(=O)=O)=CC=1. Product: [CH3:1][C:2]([CH3:8])([CH:6]=[CH2:7])[CH2:3][C:4]1[N:9]=[CH:20][NH:21][CH:22]=1. The catalyst class is: 5. (2) Reactant: [H-].[Na+].[C:3]1([C:9]23[N:16]([CH2:17][CH:18]=[CH2:19])[CH:13]([CH2:14][CH2:15]2)[CH2:12][CH2:11][CH:10]3[OH:20])[CH:8]=[CH:7][CH:6]=[CH:5][CH:4]=1.[F:21][C:22]([F:36])([F:35])[C:23]1[CH:24]=[C:25]([CH:28]=[C:29]([C:31]([F:34])([F:33])[F:32])[CH:30]=1)[CH2:26]Br.C1OCCOCCOCCOCCOCCOC1. Product: [F:21][C:22]([F:35])([F:36])[C:23]1[CH:24]=[C:25]([CH2:26][O:20][C@H:10]2[CH2:11][CH2:12][C@H:13]3[N:16]([CH2:17][CH:18]=[CH2:19])[C@:9]2([C:3]2[CH:4]=[CH:5][CH:6]=[CH:7][CH:8]=2)[CH2:15][CH2:14]3)[CH:28]=[C:29]([C:31]([F:32])([F:33])[F:34])[CH:30]=1. The catalyst class is: 1. (3) Reactant: N.[Na].[CH2:3]([C@:6]1([CH2:32][CH:33]2[CH2:38][CH2:37][N:36]([C:39]([O:41][CH2:42][CH2:43][Si:44]([CH3:47])([CH3:46])[CH3:45])=[O:40])[CH2:35][CH2:34]2)[C:11](=[O:12])[O:10][C@H](C2C=CC=CC=2)[C@H](C2C=CC=CC=2)[N:7]1[C:25]([O:27][C:28]([CH3:31])([CH3:30])[CH3:29])=[O:26])[CH:4]=[CH2:5].[Cl-].[NH4+]. Product: [C:28]([O:27][C:25]([NH:7][C@@:6]([C:11]([OH:12])=[O:10])([CH2:3][CH:4]=[CH2:5])[CH2:32][CH:33]1[CH2:34][CH2:35][N:36]([C:39]([O:41][CH2:42][CH2:43][Si:44]([CH3:45])([CH3:47])[CH3:46])=[O:40])[CH2:37][CH2:38]1)=[O:26])([CH3:31])([CH3:29])[CH3:30]. The catalyst class is: 219. (4) Reactant: [CH:1]1[C:6]([C:7]2[C:16](=[O:17])[C:15]3[CH:14]=[CH:13][C:12]([OH:18])=[CH:11][C:10]=3[O:9][CH:8]=2)=[CH:5][CH:4]=[C:3]([OH:19])[CH:2]=1.[C:20](OC(=O)C)(=[O:22])[CH3:21].[CH3:27][C:28](CC(O)=O)=[O:29]. Product: [CH3:21][C:20]([O:19][C:3]1[CH:4]=[CH:5][C:6]([C:7]2[C:16](=[O:17])[C:15]3[CH:14]=[CH:13][C:12]([O:18][C:28]([CH3:27])=[O:29])=[CH:11][C:10]=3[O:9][CH:8]=2)=[CH:1][CH:2]=1)=[O:22]. The catalyst class is: 17. (5) Reactant: [CH2:1]([O:3][C:4]([N:6]1[CH:15]2[CH:10]([C:11](=[O:16])[CH2:12][CH2:13][CH2:14]2)[CH2:9][CH2:8][CH2:7]1)=[O:5])[CH3:2].[Li+].[C-:18]#[C:19][C:20]1[CH:25]=[CH:24][CH:23]=[CH:22][CH:21]=1. Product: [CH2:1]([O:3][C:4]([N:6]1[CH:15]2[CH:10]([C:11]([OH:16])([C:18]#[C:19][C:20]3[CH:25]=[CH:24][CH:23]=[CH:22][CH:21]=3)[CH2:12][CH2:13][CH2:14]2)[CH2:9][CH2:8][CH2:7]1)=[O:5])[CH3:2]. The catalyst class is: 165.